Predict the reactants needed to synthesize the given product. From a dataset of Full USPTO retrosynthesis dataset with 1.9M reactions from patents (1976-2016). Given the product [CH3:1][C:2]1([CH3:23])[CH:7]2[CH2:8][CH:3]1[CH2:4][CH2:5][CH:6]2[CH2:9][CH2:10][O:11][C:12]1[CH:17]=[CH:16][C:15]([CH2:18][CH2:19][CH2:20][CH2:21][OH:22])=[CH:14][CH:13]=1, predict the reactants needed to synthesize it. The reactants are: [CH3:1][C:2]1([CH3:23])[CH:7]2[CH2:8][CH:3]1[CH2:4][CH2:5][CH:6]2[CH2:9][CH2:10][O:11][C:12]1[CH:17]=[CH:16][C:15]([C:18]#[C:19][CH2:20][CH2:21][OH:22])=[CH:14][CH:13]=1.CC1(C)C2CC1CCC2NS(C1C=CC(C#CCCO)=CC=1)(=O)=O.